This data is from Full USPTO retrosynthesis dataset with 1.9M reactions from patents (1976-2016). The task is: Predict the reactants needed to synthesize the given product. (1) Given the product [NH2:1][C:2]1[CH:3]=[C:4]([C:8]([NH:11][C@@:12]2([C:17]([O:19][CH2:20][CH2:21][CH2:22][CH3:23])=[O:18])[CH2:16][CH2:15][O:14][CH2:13]2)=[O:10])[CH:5]=[N:6][CH:7]=1, predict the reactants needed to synthesize it. The reactants are: [NH2:1][C:2]1[CH:3]=[C:4]([C:8]([OH:10])=O)[CH:5]=[N:6][CH:7]=1.[NH2:11][C@@:12]1([C:17]([O:19][CH2:20][CH2:21][CH2:22][CH3:23])=[O:18])[CH2:16][CH2:15][O:14][CH2:13]1. (2) Given the product [NH2:1][C:2]1[C:6]2[CH:7]=[C:8]([Cl:11])[CH:9]=[CH:10][C:5]=2[O:4][C:3]=1[C:12](=[O:27])[C:13]1[CH:18]=[CH:17][CH:16]=[CH:15][C:14]=1[OH:19], predict the reactants needed to synthesize it. The reactants are: [NH2:1][C:2]1[C:6]2[CH:7]=[C:8]([Cl:11])[CH:9]=[CH:10][C:5]=2[O:4][C:3]=1[C:12](=[O:27])[C:13]1[CH:18]=[CH:17][CH:16]=[CH:15][C:14]=1[O:19]CC1C=CC=CC=1. (3) The reactants are: [CH:1]([C:4]1[CH:5]=[CH:6][C:7]2[C:12]([NH:13][C:14]3[CH:19]=[C:18]([C:20](=[O:33])[NH:21][C@H:22]([C:27]4[CH:32]=[CH:31][CH:30]=[CH:29][CH:28]=4)[C:23]([F:26])([F:25])[F:24])[CH:17]=[CH:16][C:15]=3[S:34][C:35]3[CH:40]=[CH:39][C:38]([NH:41]C(=O)OC(C)(C)C)=[CH:37][CH:36]=3)=[N:11][CH:10]=[N:9][C:8]=2[N:49]=1)([CH3:3])[CH3:2].C(OC(=O)NC1C=CC(SC2C=CC(C(=O)N[C@H](C3C=CC=CC=3)C)=CC=2NC2C3C=CC(C(C)C)=NC=3N=CN=2)=CC=1)(C)(C)C. Given the product [NH2:41][C:38]1[CH:39]=[CH:40][C:35]([S:34][C:15]2[CH:16]=[CH:17][C:18]([C:20]([NH:21][C@H:22]([C:27]3[CH:28]=[CH:29][CH:30]=[CH:31][CH:32]=3)[C:23]([F:24])([F:25])[F:26])=[O:33])=[CH:19][C:14]=2[NH:13][C:12]2[C:7]3[CH:6]=[CH:5][C:4]([CH:1]([CH3:3])[CH3:2])=[N:49][C:8]=3[N:9]=[CH:10][N:11]=2)=[CH:36][CH:37]=1, predict the reactants needed to synthesize it. (4) Given the product [CH3:1][C:2]([CH3:16])([CH2:7][CH2:8][CH2:9][CH2:10][CH2:11][CH2:12][CH2:13][CH2:14][CH3:15])[CH2:3][C:4]([Cl:18])=[O:5], predict the reactants needed to synthesize it. The reactants are: [CH3:1][C:2]([CH3:16])([CH2:7][CH2:8][CH2:9][CH2:10][CH2:11][CH2:12][CH2:13][CH2:14][CH3:15])[CH2:3][C:4](O)=[O:5].C(Cl)[Cl:18].